The task is: Regression/Classification. Given a drug SMILES string, predict its toxicity properties. Task type varies by dataset: regression for continuous values (e.g., LD50, hERG inhibition percentage) or binary classification for toxic/non-toxic outcomes (e.g., AMES mutagenicity, cardiotoxicity, hepatotoxicity). Dataset: herg_karim.. This data is from hERG potassium channel inhibition data for cardiac toxicity prediction from Karim et al.. The molecule is NS(=O)(=O)c1cncc(-c2nc(NCc3ccccn3)c3c(-c4ccccc4)cccc3n2)c1. The result is 1 (blocker).